This data is from Catalyst prediction with 721,799 reactions and 888 catalyst types from USPTO. The task is: Predict which catalyst facilitates the given reaction. (1) Reactant: CCN=C=NCCCN(C)C.Cl.[C:13]([O:17][C:18]([NH:20][C@@H:21]([CH2:25][CH:26]1[CH2:31][CH2:30][CH2:29][CH2:28][CH2:27]1)[C:22]([OH:24])=O)=[O:19])([CH3:16])([CH3:15])[CH3:14].C(N(C(C)C)CC)(C)C.C1[CH:42]=[CH:43][C:44]2N(O)N=[N:47][C:45]=2C=1.C(N)CCC. The catalyst class is: 241. Product: [CH2:45]([NH:47][C:22](=[O:24])[C@@H:21]([NH:20][C:18](=[O:19])[O:17][C:13]([CH3:14])([CH3:15])[CH3:16])[CH2:25][CH:26]1[CH2:31][CH2:30][CH2:29][CH2:28][CH2:27]1)[CH2:44][CH2:43][CH3:42]. (2) Reactant: [C:1]([O:5][C:6](=[O:14])[NH:7][C@@H:8]1[CH2:13][CH2:12][CH2:11][NH:10][CH2:9]1)([CH3:4])([CH3:3])[CH3:2].Br[C:16]1[C:17]([NH2:23])=[N:18][CH:19]=[C:20]([Br:22])[N:21]=1.C(N(CC)C(C)C)(C)C. Product: [C:1]([O:5][C:6](=[O:14])[NH:7][C@@H:8]1[CH2:13][CH2:12][CH2:11][N:10]([C:16]2[C:17]([NH2:23])=[N:18][CH:19]=[C:20]([Br:22])[N:21]=2)[CH2:9]1)([CH3:4])([CH3:2])[CH3:3]. The catalyst class is: 258. (3) Reactant: [N+:1]([C:4]1[C:5]([C:9]2[NH:13][C:12]3[CH:14]=[CH:15][CH:16]=[CH:17][C:11]=3[N:10]=2)=[N:6][NH:7][CH:8]=1)([O-])=O.[H][H]. Product: [NH:13]1[C:12]2[CH:14]=[CH:15][CH:16]=[CH:17][C:11]=2[N:10]=[C:9]1[C:5]1[C:4]([NH2:1])=[CH:8][NH:7][N:6]=1. The catalyst class is: 394.